Dataset: Full USPTO retrosynthesis dataset with 1.9M reactions from patents (1976-2016). Task: Predict the reactants needed to synthesize the given product. (1) Given the product [NH2:27][C:7]1[C:6]2[N:5]([C:4]([C@H:12]3[CH2:21][N:20]4[C@@H:15]([CH2:16][O:17][CH2:18][C:19]4=[O:22])[CH2:14][CH2:13]3)=[N:3][C:2]=2[Br:1])[CH:10]=[CH:9][N:8]=1, predict the reactants needed to synthesize it. The reactants are: [Br:1][C:2]1[N:3]=[C:4]([C@H:12]2[CH2:21][N:20]3[C@@H:15]([CH2:16][O:17][CH2:18][C:19]3=[O:22])[CH2:14][CH2:13]2)[N:5]2[CH:10]=[CH:9][N:8]=[C:7](Cl)[C:6]=12.CC(O)C.[NH4+:27].[OH-]. (2) The reactants are: C([O-])(=O)C.[NH4+].C[O:7][C:8](=O)[CH2:9][CH:10]1[CH2:18][C:17]2[C:12](=[CH:13][CH:14]=[CH:15][CH:16]=2)[C:11]1=O.C([BH3-])#[N:22].[Na+]. Given the product [NH:22]1[C:8](=[O:7])[CH2:9][CH:10]2[CH2:18][C:17]3[C:12]([CH:11]12)=[CH:13][CH:14]=[CH:15][CH:16]=3, predict the reactants needed to synthesize it.